Predict the reactants needed to synthesize the given product. From a dataset of Full USPTO retrosynthesis dataset with 1.9M reactions from patents (1976-2016). (1) Given the product [C:1]([C:5]1[CH:10]=[CH:9][C:8]([C:11]2[N:12]([C:31]([N:42]3[CH2:43][CH2:44][N:39]([CH2:45][C:46]([NH2:48])=[O:47])[CH2:40][CH2:41]3)=[O:32])[C@H:13]([C:24]3[CH:29]=[CH:28][C:27]([Cl:30])=[CH:26][CH:25]=3)[C@@:14]([C:17]3[CH:22]=[CH:21][C:20]([Cl:23])=[CH:19][CH:18]=3)([CH3:16])[N:15]=2)=[C:7]([O:34][CH2:35][CH3:36])[CH:6]=1)([CH3:2])([CH3:3])[CH3:4], predict the reactants needed to synthesize it. The reactants are: [C:1]([C:5]1[CH:10]=[CH:9][C:8]([C:11]2[N:12]([C:31](Cl)=[O:32])[CH:13]([C:24]3[CH:29]=[CH:28][C:27]([Cl:30])=[CH:26][CH:25]=3)[C:14]([C:17]3[CH:22]=[CH:21][C:20]([Cl:23])=[CH:19][CH:18]=3)([CH3:16])[N:15]=2)=[C:7]([O:34][CH2:35][CH3:36])[CH:6]=1)([CH3:4])([CH3:3])[CH3:2].Cl.Cl.[N:39]1([CH2:45][C:46]([NH2:48])=[O:47])[CH2:44][CH2:43][NH:42][CH2:41][CH2:40]1. (2) Given the product [CH3:37][C:5]1[N:4]=[N:3][N:2]([CH3:1])[C:6]=1[C:7]1[CH:19]=[N:18][C:17]2[C:16]3[CH:15]=[CH:14][C:13]([C:20]([OH:22])([CH3:21])[C:39]([F:41])([F:40])[F:38])=[C:12]([F:23])[C:11]=3[N:10]([C@@H:24]([CH:25]3[CH2:26][CH2:27][O:28][CH2:29][CH2:30]3)[C:31]3[CH:32]=[CH:33][CH:34]=[CH:35][CH:36]=3)[C:9]=2[CH:8]=1, predict the reactants needed to synthesize it. The reactants are: [CH3:1][N:2]1[C:6]([C:7]2[CH:19]=[N:18][C:17]3[C:16]4[CH:15]=[CH:14][C:13]([C:20](=[O:22])[CH3:21])=[C:12]([F:23])[C:11]=4[N:10]([C@H:24]([C:31]4[CH:36]=[CH:35][CH:34]=[CH:33][CH:32]=4)[CH:25]4[CH2:30][CH2:29][O:28][CH2:27][CH2:26]4)[C:9]=3[CH:8]=2)=[C:5]([CH3:37])[N:4]=[N:3]1.[F:38][C:39]([Si](C)(C)C)([F:41])[F:40].CCCC[N+](CCCC)(CCCC)CCCC.[F-].Cl.